From a dataset of Catalyst prediction with 721,799 reactions and 888 catalyst types from USPTO. Predict which catalyst facilitates the given reaction. (1) Reactant: [Br:1][C:2]1[CH:7]=[CH:6][CH:5]=[C:4]([CH3:8])[N:3]=1.[H][H].C(O)(=[O:13])C. Product: [Br:1][C:2]1[CH:7]=[CH:6][CH:5]=[C:4]([CH3:8])[N+:3]=1[O-:13]. The catalyst class is: 6. (2) Reactant: [CH3:1][C:2]1[CH:7]=[C:6]([CH3:8])[C:5]([NH:9][S:10]([C:13]2[CH:18]=[CH:17][CH:16]=[CH:15][CH:14]=2)(=[O:12])=[O:11])=[CH:4][C:3]=1[NH:19][C:20]([CH2:22][C:23]1[CH:30]=[CH:29][C:26]([C:27]#[N:28])=[CH:25][CH:24]=1)=[O:21].Cl.C(=O)([O-])[O-].[NH4+:36].[NH4+]. Product: [CH3:1][C:2]1[CH:7]=[C:6]([CH3:8])[C:5]([NH:9][S:10]([C:13]2[CH:14]=[CH:15][CH:16]=[CH:17][CH:18]=2)(=[O:12])=[O:11])=[CH:4][C:3]=1[NH:19][C:20]([CH2:22][C:23]1[CH:24]=[CH:25][C:26]([C:27]([NH2:36])=[NH:28])=[CH:29][CH:30]=1)=[O:21]. The catalyst class is: 8. (3) Reactant: CCN(C(C)C)C(C)C.[C:10]([C:12]1[C:13]([N:31]2[CH2:36][CH2:35][CH:34]([C:37](O)=[O:38])[CH2:33][CH2:32]2)=[N:14][C:15]([O:23]S(C(F)(F)F)(=O)=O)=[C:16]([C:18]([O:20][CH2:21][CH3:22])=[O:19])[CH:17]=1)#[N:11].CN(C(O[N:48]1[N:56]=[N:55][C:50]2[CH:51]=[CH:52][CH:53]=[CH:54][C:49]1=2)=[N+](C)C)C.[B-](F)(F)(F)F.[C:62]1([CH2:68][S:69]([NH2:72])(=[O:71])=[O:70])[CH:67]=[CH:66][CH:65]=[CH:64][CH:63]=1.C([O-])(O)=O.[Na+]. Product: [CH2:21]([O:20][C:18](=[O:19])[C:16]1[CH:17]=[C:12]([C:10]#[N:11])[C:13]([N:31]2[CH2:32][CH2:33][CH:34]([C:37](=[O:38])[NH:72][S:69]([CH2:68][C:62]3[CH:63]=[CH:64][CH:65]=[CH:66][CH:67]=3)(=[O:70])=[O:71])[CH2:35][CH2:36]2)=[N:14][C:15]=1[O:23][N:55]1[C:50]2[CH:51]=[CH:52][CH:53]=[CH:54][C:49]=2[N:48]=[N:56]1)[CH3:22]. The catalyst class is: 2. (4) Reactant: [F:1][C:2]1[CH:3]=[C:4]([CH:8]=[CH:9][C:10]=1[C:11]([F:14])([F:13])[F:12])[C:5]([NH2:7])=[O:6].C(Cl)(=O)[C:16](Cl)=[O:17]. Product: [F:1][C:2]1[CH:3]=[C:4]([CH:8]=[CH:9][C:10]=1[C:11]([F:12])([F:13])[F:14])[C:5]([N:7]=[C:16]=[O:17])=[O:6]. The catalyst class is: 344. (5) Reactant: [C:1]1(=[O:11])[O:6][C:4](=[O:5])[C:3]2=[CH:7][CH:8]=[CH:9][CH:10]=[C:2]12.[CH3:12][O:13][C:14]1[CH:15]=[C:16]2[C:21](=[C:22]3[CH2:26][C:25]([CH3:28])([CH3:27])[O:24][C:23]=13)[C:20]([C:29]1[CH:30]=[C:31]([NH2:35])[CH:32]=[CH:33][CH:34]=1)=[N:19][C:18]([CH3:37])([CH3:36])[CH2:17]2.C(OC(C)C)(C)C. Product: [CH3:12][O:13][C:14]1[CH:15]=[C:16]2[C:21](=[C:22]3[CH2:26][C:25]([CH3:28])([CH3:27])[O:24][C:23]=13)[C:20]([C:29]1[CH:30]=[C:31]([NH:35][C:4]([C:3]3[CH:7]=[CH:8][CH:9]=[CH:10][C:2]=3[C:1]([OH:6])=[O:11])=[O:5])[CH:32]=[CH:33][CH:34]=1)=[N:19][C:18]([CH3:37])([CH3:36])[CH2:17]2. The catalyst class is: 7. (6) Reactant: [O:1]1[CH2:6][CH2:5][CH:4]([CH2:7][OH:8])[CH2:3][CH2:2]1.[C:9]1([CH3:19])[CH:14]=[CH:13][C:12]([S:15](Cl)(=[O:17])=[O:16])=[CH:11][CH:10]=1. Product: [CH3:19][C:9]1[CH:14]=[CH:13][C:12]([S:15]([O:8][CH2:7][CH:4]2[CH2:5][CH2:6][O:1][CH2:2][CH2:3]2)(=[O:17])=[O:16])=[CH:11][CH:10]=1. The catalyst class is: 202. (7) Reactant: [Cl:1][C:2]1[CH:22]=[CH:21][C:5]2[N:6]([C:11]3[CH:16]=[CH:15][N:14]=[C:13]([S:17]([CH3:20])(=[O:19])=[O:18])[CH:12]=3)[C:7]([CH2:9]Cl)=[N:8][C:4]=2[CH:3]=1.[NH:23]1[C:27]2=[CH:28][N:29]=[CH:30][CH:31]=[C:26]2[C:25]2([CH2:33][CH2:32]2)[C:24]1=[O:34].C(=O)([O-])[O-].[Cs+].[Cs+]. Product: [Cl:1][C:2]1[CH:22]=[CH:21][C:5]2[N:6]([C:11]3[CH:16]=[CH:15][N:14]=[C:13]([S:17]([CH3:20])(=[O:19])=[O:18])[CH:12]=3)[C:7]([CH2:9][N:23]3[C:27]4=[CH:28][N:29]=[CH:30][CH:31]=[C:26]4[C:25]4([CH2:32][CH2:33]4)[C:24]3=[O:34])=[N:8][C:4]=2[CH:3]=1. The catalyst class is: 10. (8) Reactant: [NH:1]1[CH:5]=[C:4]([C:6]2[C:7]3[CH:14]=[CH:13][N:12]([CH2:15][O:16][CH2:17][CH2:18][Si:19]([CH3:22])([CH3:21])[CH3:20])[C:8]=3[N:9]=[CH:10][N:11]=2)[CH:3]=[N:2]1.C(#N)C.[CH2:26]([O:28][CH:29]([O:39][CH2:40][CH3:41])[C:30]1[S:34][CH:33]=[C:32](/[CH:35]=[CH:36]/[C:37]#[N:38])[CH:31]=1)[CH3:27].C1CCN2C(=NCCC2)CC1. Product: [CH2:26]([O:28][CH:29]([O:39][CH2:40][CH3:41])[C:30]1[S:34][CH:33]=[C:32]([CH:35]([N:1]2[CH:5]=[C:4]([C:6]3[C:7]4[CH:14]=[CH:13][N:12]([CH2:15][O:16][CH2:17][CH2:18][Si:19]([CH3:22])([CH3:21])[CH3:20])[C:8]=4[N:9]=[CH:10][N:11]=3)[CH:3]=[N:2]2)[CH2:36][C:37]#[N:38])[CH:31]=1)[CH3:27]. The catalyst class is: 6.